This data is from Forward reaction prediction with 1.9M reactions from USPTO patents (1976-2016). The task is: Predict the product of the given reaction. (1) Given the reactants CC1(C)C(C)(C)OB(/[CH:9]=[CH:10]/[C:11]2[CH:23]=[CH:22][C:14]([CH2:15][N:16]3[CH2:21][CH2:20][O:19][CH2:18][CH2:17]3)=[CH:13][CH:12]=2)O1.Cl[C:26]1[N:27]=[CH:28][C:29]2[CH2:41][CH2:40][C:39]3[C:38]4[C:37](=[O:42])[NH:36][CH2:35][CH2:34][C:33]=4[NH:32][C:31]=3[C:30]=2[CH:43]=1, predict the reaction product. The product is: [N:16]1([CH2:15][C:14]2[CH:13]=[CH:12][C:11](/[CH:10]=[CH:9]/[C:26]3[N:27]=[CH:28][C:29]4[C:30]([CH:43]=3)=[C:31]3[C:39](=[CH:40][CH:41]=4)[C:38]4[C:37](=[O:42])[NH:36][CH2:35][CH2:34][C:33]=4[NH:32]3)=[CH:23][CH:22]=2)[CH2:17][CH2:18][O:19][CH2:20][CH2:21]1. (2) Given the reactants [C:1]([C:4]1[CH:5]=[C:6]([CH:10]=[C:11]([Br:14])[C:12]=1[OH:13])[C:7]([OH:9])=[O:8])(=[O:3])[CH3:2].S(Cl)(Cl)=O.[CH3:19]O, predict the reaction product. The product is: [C:1]([C:4]1[CH:5]=[C:6]([CH:10]=[C:11]([Br:14])[C:12]=1[OH:13])[C:7]([O:9][CH3:19])=[O:8])(=[O:3])[CH3:2]. (3) Given the reactants Cl.[Cl:2][C:3]1[CH:4]=[CH:5][C:6]2[NH:11][C:10](=[O:12])[O:9][C:8]([CH2:17][NH2:18])([C:13]([F:16])([F:15])[F:14])[C:7]=2[CH:19]=1.[F:20][C:21]1[CH:29]=[CH:28][C:24]([C:25](O)=[O:26])=[CH:23][CH:22]=1.Cl.OC1C2N=NNC=2C=CC=1.C(N(CC)CC)C.Cl.C(N=C=NCCCN(C)C)C, predict the reaction product. The product is: [Cl:2][C:3]1[CH:4]=[CH:5][C:6]2[NH:11][C:10](=[O:12])[O:9][C:8]([CH2:17][NH:18][C:25](=[O:26])[C:24]3[CH:28]=[CH:29][C:21]([F:20])=[CH:22][CH:23]=3)([C:13]([F:15])([F:16])[F:14])[C:7]=2[CH:19]=1. (4) Given the reactants Br[CH2:2][C:3]1[C:4]([O:10][CH3:11])=[N:5][C:6]([CH3:9])=[CH:7][CH:8]=1.[I:12][C:13]1[C:21]2[C:16](=[CH:17][CH:18]=[CH:19][C:20]=2[N+:22]([O-:24])=[O:23])[NH:15][N:14]=1.C(=O)([O-])[O-].[K+].[K+], predict the reaction product. The product is: [I:12][C:13]1[C:21]2[C:16](=[CH:17][CH:18]=[CH:19][C:20]=2[N+:22]([O-:24])=[O:23])[N:15]([CH2:2][C:3]2[C:4]([O:10][CH3:11])=[N:5][C:6]([CH3:9])=[CH:7][CH:8]=2)[N:14]=1.